From a dataset of Reaction yield outcomes from USPTO patents with 853,638 reactions. Predict the reaction yield, written as a fraction of the theoretical maximum amount of product (1.0 means a 100% yield; for example, 0.34 means a 34% yield). (1) The reactants are [Br:1][C:2]1[C:6]2[CH2:7][N:8]([C:11]([O:13][C:14]([CH3:17])([CH3:16])[CH3:15])=[O:12])[CH2:9][CH2:10][C:5]=2[NH:4][N:3]=1.C([O-])([O-])=O.[Cs+].[Cs+].Br[CH2:25][CH:26]1[CH2:28][CH2:27]1. The catalyst is CN(C=O)C.CCOC(C)=O. The product is [Br:1][C:2]1[C:6]2[CH2:7][N:8]([C:11]([O:13][C:14]([CH3:17])([CH3:16])[CH3:15])=[O:12])[CH2:9][CH2:10][C:5]=2[N:4]([CH2:25][CH:26]2[CH2:28][CH2:27]2)[N:3]=1. The yield is 0.420. (2) The reactants are [C:1]([C:4]1[S:8][C:7]([NH2:9])=[C:6]([C:10]([N:12]2[CH2:17][CH2:16][CH:15]([N:18]3[CH2:30][CH2:29][CH2:28][C:20]4([C:24](=[O:25])[O:23][C:22]([CH3:27])([CH3:26])[CH2:21]4)[CH2:19]3)[CH2:14][CH2:13]2)=[O:11])[C:5]=1[CH3:31])(=[O:3])[CH3:2].[CH2:32]([N:34]=[C:35]=[O:36])[CH3:33].C(OC(C)C)(C)C. No catalyst specified. The product is [C:1]([C:4]1[S:8][C:7]([NH:9][C:35]([NH:34][CH2:32][CH3:33])=[O:36])=[C:6]([C:10]([N:12]2[CH2:17][CH2:16][CH:15]([N:18]3[CH2:30][CH2:29][CH2:28][C:20]4([C:24](=[O:25])[O:23][C:22]([CH3:27])([CH3:26])[CH2:21]4)[CH2:19]3)[CH2:14][CH2:13]2)=[O:11])[C:5]=1[CH3:31])(=[O:3])[CH3:2]. The yield is 0.600. (3) The reactants are Cl.C([NH:6][S:7]([C:10]1[C:11]([C:16]2[CH:21]=[CH:20][C:19]([NH:22][CH2:23][C:24]3[CH:25]=[N:26][C:27](C)=[C:28]([O:32][CH2:33][C:34]4[CH:39]=[CH:38][CH:37]=[C:36]([C:40]#[N:41])[CH:35]=4)[C:29]=3[CH2:30][OH:31])=[CH:18][CH:17]=2)=[CH:12][CH:13]=[CH:14][CH:15]=1)(=[O:9])=[O:8])(C)(C)C.[NH3:43].CO. The catalyst is C(O)C. The product is [OH:31][CH2:30][C:29]1[C:24]([CH2:23][NH:22][C:19]2[CH:20]=[CH:21][C:16]([C:11]3[CH:12]=[CH:13][CH:14]=[CH:15][C:10]=3[S:7](=[O:9])(=[O:8])[NH2:6])=[CH:17][CH:18]=2)=[CH:25][N:26]=[CH:27][C:28]=1[O:32][CH2:33][C:34]1[CH:35]=[C:36]([CH:37]=[CH:38][CH:39]=1)[C:40]([NH2:41])=[NH:43]. The yield is 0.970.